From a dataset of Catalyst prediction with 721,799 reactions and 888 catalyst types from USPTO. Predict which catalyst facilitates the given reaction. (1) The catalyst class is: 289. Product: [Cl:1][C:2]1[CH:3]=[C:4]([NH:20][C:21]2[C:31]3[CH:30]=[C:29]([C:32]([NH:43][CH2:42][CH2:41][O:40][CH2:39][CH2:38][O:37][CH3:36])=[O:33])[CH2:28][CH2:27][NH:26][C:25]=3[N:24]=[CH:23][N:22]=2)[CH:5]=[N:6][C:7]=1[O:8][C:9]1[CH:14]=[CH:13][CH:12]=[C:11]([O:15][C:16]([F:18])([F:17])[F:19])[CH:10]=1. Reactant: [Cl:1][C:2]1[CH:3]=[C:4]([NH:20][C:21]2[C:31]3[CH:30]=[C:29]([C:32](O)=[O:33])[CH2:28][CH2:27][NH:26][C:25]=3[N:24]=[CH:23][N:22]=2)[CH:5]=[N:6][C:7]=1[O:8][C:9]1[CH:14]=[CH:13][CH:12]=[C:11]([O:15][C:16]([F:19])([F:18])[F:17])[CH:10]=1.Cl.[CH3:36][O:37][CH2:38][CH2:39][O:40][CH2:41][CH2:42][NH2:43].Cl.C(N=C=NCCCN(C)C)C.O.ON1C2C=CC=CC=2N=N1. (2) Reactant: [OH:1][C:2]1[CH:3]=[C:4]([S:8]([N:11]2[C:19]3[C:14](=[CH:15][CH:16]=[CH:17][CH:18]=3)[CH:13]=[CH:12]2)(=[O:10])=[O:9])[CH:5]=[CH:6][CH:7]=1.O1CCCC1.C(=O)([O-])[O-].[K+].[K+].Cl.[CH3:32][N:33]([CH3:37])[CH2:34][CH2:35]Cl. Product: [CH3:32][N:33]([CH2:34][CH2:35][O:1][C:2]1[CH:3]=[C:4]([S:8]([N:11]2[C:19]3[C:14](=[CH:15][CH:16]=[CH:17][CH:18]=3)[CH:13]=[CH:12]2)(=[O:10])=[O:9])[CH:5]=[CH:6][CH:7]=1)[CH3:37]. The catalyst class is: 611. (3) Reactant: [Cl:1][C:2]1[CH:11]=[C:10]([CH3:12])[CH:9]=[CH:8][C:3]=1[C:4]([O:6]C)=[O:5].[Li+].[OH-]. Product: [Cl:1][C:2]1[CH:11]=[C:10]([CH3:12])[CH:9]=[CH:8][C:3]=1[C:4]([OH:6])=[O:5]. The catalyst class is: 20. (4) Reactant: [O:1]=[C:2]1[CH2:7][CH2:6][N:5]([C:8]([O:10][C:11]([CH3:14])([CH3:13])[CH3:12])=[O:9])[CH2:4][CH2:3]1.[CH:15]([N-]C(C)C)(C)C.[Li+].IC. Product: [CH3:15][CH:7]1[C:2](=[O:1])[CH2:3][CH2:4][N:5]([C:8]([O:10][C:11]([CH3:14])([CH3:13])[CH3:12])=[O:9])[CH2:6]1. The catalyst class is: 7. (5) Reactant: [NH2:1][C@H:2]([C:7]([CH:9]([CH2:13][CH2:14][CH2:15][C@H:16]1[C@@H:24]2[C@@H:19]([NH:20][C:21]([NH:23]2)=[O:22])[CH2:18][S:17]1)[C:10](=[O:12])[OH:11])=[O:8])C(C)(C)C.FC(F)(F)C(O)=O. Product: [NH2:1][CH2:2][C:7]([CH:9]([CH2:13][CH2:14][CH2:15][C@H:16]1[C@@H:24]2[C@@H:19]([NH:20][C:21]([NH:23]2)=[O:22])[CH2:18][S:17]1)[C:10](=[O:11])[OH:12])=[O:8]. The catalyst class is: 2.